From a dataset of Forward reaction prediction with 1.9M reactions from USPTO patents (1976-2016). Predict the product of the given reaction. (1) Given the reactants [OH-].[K+].[C:3]([CH:5]([C:10]1([C:16]2[CH:21]=[CH:20][C:19]([F:22])=[CH:18][CH:17]=2)[CH2:15][CH2:14][O:13][CH2:12][CH2:11]1)C(OC)=O)#[N:4].O, predict the reaction product. The product is: [F:22][C:19]1[CH:20]=[CH:21][C:16]([C:10]2([CH2:5][C:3]#[N:4])[CH2:15][CH2:14][O:13][CH2:12][CH2:11]2)=[CH:17][CH:18]=1. (2) Given the reactants Cl.Cl.Cl.[O:4]1[C:8]2[CH:9]=[CH:10][CH:11]=[C:12]([N:13]3[CH2:18][CH2:17][N:16]([CH2:19][CH2:20][C@H:21]4[CH2:26][CH2:25][C@H:24]([NH2:27])[CH2:23][CH2:22]4)[CH2:15][CH2:14]3)[C:7]=2[O:6][CH2:5]1.[N:28]1[C:37]2[C:32](=[CH:33][CH:34]=[CH:35][CH:36]=2)[C:31]([C:38](O)=[O:39])=[CH:30][CH:29]=1, predict the reaction product. The product is: [O:4]1[C:8]2[CH:9]=[CH:10][CH:11]=[C:12]([N:13]3[CH2:18][CH2:17][N:16]([CH2:19][CH2:20][C@H:21]4[CH2:26][CH2:25][C@H:24]([NH:27][C:38]([C:31]5[C:32]6[C:37](=[CH:36][CH:35]=[CH:34][CH:33]=6)[N:28]=[CH:29][CH:30]=5)=[O:39])[CH2:23][CH2:22]4)[CH2:15][CH2:14]3)[C:7]=2[O:6][CH2:5]1. (3) Given the reactants Cl[C:2]1[CH:7]=[C:6]([CH3:8])[NH:5][C:4](=[O:9])[C:3]=1[C:10]#[N:11].[CH2:12]([NH2:14])[CH3:13].Cl, predict the reaction product. The product is: [CH2:12]([NH:14][C:2]1[CH:7]=[C:6]([CH3:8])[NH:5][C:4](=[O:9])[C:3]=1[C:10]#[N:11])[CH3:13]. (4) The product is: [F:1][C:2]([F:40])([F:39])[CH:3]([C:30]1[CH:35]=[C:34]([Cl:36])[C:33]([Cl:37])=[C:32]([Cl:38])[CH:31]=1)/[CH:4]=[CH:5]/[C:6]1[CH:25]=[CH:24][C:9]([C:10]([NH:12][C:13]2([C:16](=[S:42])[NH:17][CH2:18][C:19]([F:22])([F:21])[F:20])[CH2:15][CH2:14]2)=[O:11])=[C:8]([C:26]([F:29])([F:28])[F:27])[CH:7]=1. Given the reactants [F:1][C:2]([F:40])([F:39])[CH:3]([C:30]1[CH:35]=[C:34]([Cl:36])[C:33]([Cl:37])=[C:32]([Cl:38])[CH:31]=1)/[CH:4]=[CH:5]/[C:6]1[CH:25]=[CH:24][C:9]([C:10]([NH:12][C:13]2([C:16](=O)[NH:17][CH2:18][C:19]([F:22])([F:21])[F:20])[CH2:15][CH2:14]2)=[O:11])=[C:8]([C:26]([F:29])([F:28])[F:27])[CH:7]=1.P12(SP3(SP(SP(S3)(S1)=S)(=S)S2)=S)=[S:42].C[Si](C)(C)O[Si](C)(C)C, predict the reaction product. (5) Given the reactants [C:1]([O:5][C:6](=[O:24])[NH:7][CH:8]([C:18]1[CH:23]=[CH:22][CH:21]=[CH:20][CH:19]=1)[CH2:9][CH2:10][CH2:11][CH:12]1[CH2:17][CH2:16][NH:15][CH2:14][CH2:13]1)([CH3:4])([CH3:3])[CH3:2].[CH3:25][C:26]([CH3:28])=O, predict the reaction product. The product is: [C:1]([O:5][C:6](=[O:24])[NH:7][CH:8]([C:18]1[CH:19]=[CH:20][CH:21]=[CH:22][CH:23]=1)[CH2:9][CH2:10][CH2:11][CH:12]1[CH2:13][CH2:14][N:15]([CH:26]([CH3:28])[CH3:25])[CH2:16][CH2:17]1)([CH3:4])([CH3:2])[CH3:3]. (6) Given the reactants [Cl:1][C:2]1[N:7]=[C:6]2[CH:8]=[CH:9][S:10][C:5]2=[C:4](Cl)[CH:3]=1.C(N(CC)CC)C.Cl.[CH3:20][S:21]([CH:24]1[CH2:29][CH2:28][NH:27][CH2:26][CH2:25]1)(=[O:23])=[O:22].C(O)CO, predict the reaction product. The product is: [Cl:1][C:2]1[N:7]=[C:6]2[CH:8]=[CH:9][S:10][C:5]2=[C:4]([N:27]2[CH2:28][CH2:29][CH:24]([S:21]([CH3:20])(=[O:23])=[O:22])[CH2:25][CH2:26]2)[CH:3]=1. (7) Given the reactants [NH:1]1[C:9]2[C:4](=[CH:5][CH:6]=[CH:7][CH:8]=2)[C:3]2([C:13]3=[CH:14][C:15]4[O:19][CH2:18][O:17][C:16]=4[CH:20]=[C:12]3[O:11][CH2:10]2)[C:2]1=[O:21].[CH:22]([N:25]1[C:29]([CH3:30])=[CH:28][C:27]([CH2:31]O)=[C:26]1[CH3:33])([CH3:24])[CH3:23].C(P(CCCC)CCCC)CCC.N(C(OCC)=O)=NC(OCC)=O, predict the reaction product. The product is: [CH3:33][C:26]1[N:25]([CH:22]([CH3:24])[CH3:23])[C:29]([CH3:30])=[CH:28][C:27]=1[CH2:31][N:1]1[C:9]2[C:4](=[CH:5][CH:6]=[CH:7][CH:8]=2)[C:3]2([C:13]3=[CH:14][C:15]4[O:19][CH2:18][O:17][C:16]=4[CH:20]=[C:12]3[O:11][CH2:10]2)[C:2]1=[O:21]. (8) Given the reactants C(OC(=O)[NH:7][C:8]1[CH:13]=[C:12]([N:14]([CH3:16])[CH3:15])[C:11]([Cl:17])=[CH:10][C:9]=1[NH:18][C:19](=[O:35])[CH2:20][C:21]([C:23]1[CH:28]=[CH:27][CH:26]=[C:25]([C:29]2[O:33][N:32]=[C:31]([CH3:34])[CH:30]=2)[CH:24]=1)=O)(C)(C)C.C(O)(C(F)(F)F)=O, predict the reaction product. The product is: [Cl:17][C:11]1[C:12]([N:14]([CH3:16])[CH3:15])=[CH:13][C:8]2[N:7]=[C:21]([C:23]3[CH:28]=[CH:27][CH:26]=[C:25]([C:29]4[O:33][N:32]=[C:31]([CH3:34])[CH:30]=4)[CH:24]=3)[CH2:20][C:19](=[O:35])[NH:18][C:9]=2[CH:10]=1. (9) Given the reactants [NH2:1][C:2]1[CH:22]=[CH:21][C:5]([O:6][C:7]2[C:16]3[C:11](=[CH:12][C:13]([O:19][CH3:20])=[C:14]([C:17]#[N:18])[CH:15]=3)[N:10]=[CH:9][CH:8]=2)=[CH:4][CH:3]=1.C1(C)C=CC=CC=1.[CH2:30]([N:34]=[C:35]=[O:36])[CH2:31][CH2:32][CH3:33], predict the reaction product. The product is: [C:17]([C:14]1[CH:15]=[C:16]2[C:11](=[CH:12][C:13]=1[O:19][CH3:20])[N:10]=[CH:9][CH:8]=[C:7]2[O:6][C:5]1[CH:21]=[CH:22][C:2]([NH:1][C:35]([NH:34][CH2:30][CH2:31][CH2:32][CH3:33])=[O:36])=[CH:3][CH:4]=1)#[N:18]. (10) Given the reactants [CH3:1][C:2]1[N:10]=[CH:9][CH:8]=[CH:7][C:3]=1[C:4]([OH:6])=O.O=S(Cl)Cl.[NH2:15][C:16]1[CH:17]=[C:18]([C:23](C)(C)[C:24]([NH:26][CH:27]([C:34]2[CH:39]=[CH:38][C:37]([Cl:40])=[CH:36][C:35]=2[CH3:41])[C:28]2[CH:33]=[CH:32][CH:31]=[CH:30][CH:29]=2)=[O:25])[CH:19]=[CH:20][C:21]=1[OH:22].CCN(C(C)C)C(C)C, predict the reaction product. The product is: [Cl:40][C:37]1[CH:38]=[CH:39][C:34]([CH:27]([NH:26][C:24](=[O:25])[CH2:23][C:18]2[CH:19]=[CH:20][C:21]([OH:22])=[C:16]([NH:15][C:4](=[O:6])[C:3]3[CH:7]=[CH:8][CH:9]=[N:10][C:2]=3[CH3:1])[CH:17]=2)[C:28]2[CH:33]=[CH:32][CH:31]=[CH:30][CH:29]=2)=[C:35]([CH3:41])[CH:36]=1.